From a dataset of Reaction yield outcomes from USPTO patents with 853,638 reactions. Predict the reaction yield, written as a fraction of the theoretical maximum amount of product (1.0 means a 100% yield; for example, 0.34 means a 34% yield). (1) The reactants are Br[C:2]1[C:8]([N+:9]([O-:11])=[O:10])=[CH:7][C:5]([NH2:6])=[C:4]([O:12][CH3:13])[CH:3]=1.[CH3:14][N:15]1[CH2:20][CH:19]=[C:18](B2OC(C)(C)C(C)(C)O2)[CH2:17][CH2:16]1.C([O-])([O-])=O.[K+].[K+]. The catalyst is O1CCOCC1.O.CCOC(C)=O.[Pd].C1(P(C2C=CC=CC=2)C2C=CC=CC=2)C=CC=CC=1.C1(P(C2C=CC=CC=2)C2C=CC=CC=2)C=CC=CC=1.C1(P(C2C=CC=CC=2)C2C=CC=CC=2)C=CC=CC=1.C1(P(C2C=CC=CC=2)C2C=CC=CC=2)C=CC=CC=1. The product is [CH3:13][O:12][C:4]1[CH:3]=[C:2]([C:18]2[CH2:19][CH2:20][N:15]([CH3:14])[CH2:16][CH:17]=2)[C:8]([N+:9]([O-:11])=[O:10])=[CH:7][C:5]=1[NH2:6]. The yield is 0.920. (2) The reactants are [NH2:1][C:2]1[CH:3]=[CH:4][CH:5]=[C:6]2[C:11]=1[CH2:10][C:9](=[O:12])[CH2:8][CH2:7]2.[BH4-].[Na+].O. The catalyst is CO. The product is [NH2:1][C:2]1[CH:3]=[CH:4][CH:5]=[C:6]2[C:11]=1[CH2:10][CH:9]([OH:12])[CH2:8][CH2:7]2. The yield is 0.710. (3) The reactants are C([Zn]CC)C.CCCCCC.[C:12]([OH:18])([C:14](F)(F)F)=[O:13].C(I)I.COC([CH:26]1[CH2:30][C:29](=[CH2:31])[CH2:28][N:27]1[C:32]([O:34][CH2:35][C:36]1[CH:41]=[CH:40][CH:39]=[CH:38][CH:37]=1)=[O:33])=O.C[N+]1([O-])CCOCC1. The catalyst is C(Cl)Cl.[Os](=O)(=O)(=O)=O.O.CC(C)=O. The product is [CH2:35]([O:34][C:32]([N:27]1[CH:14]([C:12]([OH:18])=[O:13])[CH2:31][C:29]2([CH2:30][CH2:26]2)[CH2:28]1)=[O:33])[C:36]1[CH:37]=[CH:38][CH:39]=[CH:40][CH:41]=1. The yield is 0.650. (4) The reactants are [NH:1]1[C:10]2[C:5](=[CH:6][CH:7]=[CH:8][CH:9]=2)[CH2:4][CH2:3][CH:2]1[CH2:11][NH:12][C:13]([NH:15][C:16]1[CH:24]=[CH:23][CH:22]=[C:21]2[C:17]=1[CH:18]=[N:19][N:20]2[C:25]([O:27][CH3:28])=[O:26])=[O:14].C(O[BH-](OC(=O)C)OC(=O)C)(=O)C.[Na+].[C:43]1([CH2:49][CH:50]=O)[CH:48]=[CH:47][CH:46]=[CH:45][CH:44]=1.C(O)(=O)C. The catalyst is ClC(Cl)C. The product is [C:43]1([CH2:49][CH2:50][N:1]2[C:10]3[C:5](=[CH:6][CH:7]=[CH:8][CH:9]=3)[CH2:4][CH2:3][CH:2]2[CH2:11][NH:12][C:13]([NH:15][C:16]2[CH:24]=[CH:23][CH:22]=[C:21]3[C:17]=2[CH:18]=[N:19][N:20]3[C:25]([O:27][CH3:28])=[O:26])=[O:14])[CH:48]=[CH:47][CH:46]=[CH:45][CH:44]=1. The yield is 0.790. (5) The reactants are [C:1]([O:4][C@H:5]1[C@H:10]([O:11][C:12](=[O:14])[CH3:13])[C@@H:9]([O:15][C:16](=[O:18])[CH3:17])[C@H:8]([C:19]2[CH:24]=[CH:23][C:22]([Cl:25])=[C:21]([CH2:26][C:27]3[CH:32]=[CH:31][C:30]([OH:33])=[CH:29][CH:28]=3)[CH:20]=2)[O:7][C@@H:6]1[CH2:34][O:35][C:36](=[O:38])[CH3:37])(=[O:3])[CH3:2].Br[CH2:40][CH2:41][O:42][Si:43]([C:46]([CH3:49])([CH3:48])[CH3:47])([CH3:45])[CH3:44].C(=O)([O-])[O-].[Cs+].[Cs+]. The catalyst is CN(C=O)C.C(OCC)(=O)C. The product is [C:1]([O:4][C@H:5]1[C@H:10]([O:11][C:12](=[O:14])[CH3:13])[C@@H:9]([O:15][C:16](=[O:18])[CH3:17])[C@H:8]([C:19]2[CH:24]=[CH:23][C:22]([Cl:25])=[C:21]([CH2:26][C:27]3[CH:28]=[CH:29][C:30]([O:33][CH2:40][CH2:41][O:42][Si:43]([C:46]([CH3:49])([CH3:48])[CH3:47])([CH3:45])[CH3:44])=[CH:31][CH:32]=3)[CH:20]=2)[O:7][C@@H:6]1[CH2:34][O:35][C:36](=[O:38])[CH3:37])(=[O:3])[CH3:2]. The yield is 0.609.